From a dataset of Forward reaction prediction with 1.9M reactions from USPTO patents (1976-2016). Predict the product of the given reaction. (1) Given the reactants C([O:3][C:4]([C:6]12[CH2:23][CH:22]1[CH:21]=[CH:20][CH2:19][CH2:18][CH2:17][CH2:16][N:15]([CH3:24])[C:14](=[O:25])[CH:13]1[CH:9]([CH2:10][CH:11]([O:26][CH2:27][O:28][CH2:29][CH3:30])[CH2:12]1)[C:8](=[O:31])[NH:7]2)=[O:5])C.C1COCC1.[Li+].[OH-], predict the reaction product. The product is: [CH2:29]([O:28][CH2:27][O:26][CH:11]1[CH2:10][CH:9]2[CH:13]([C:14](=[O:25])[N:15]([CH3:24])[CH2:16][CH2:17][CH2:18][CH2:19][CH:20]=[CH:21][CH:22]3[C:6]([C:4]([OH:5])=[O:3])([NH:7][C:8]2=[O:31])[CH2:23]3)[CH2:12]1)[CH3:30]. (2) Given the reactants I[C:2]1[CH:3]=[C:4]([N:8]2[CH2:13][CH2:12][CH2:11][CH2:10][CH2:9]2)[CH:5]=[CH:6][CH:7]=1.Br[C:15]([F:22])([F:21])[C:16]([O:18][CH2:19][CH3:20])=[O:17], predict the reaction product. The product is: [F:21][C:15]([F:22])([C:2]1[CH:7]=[CH:6][CH:5]=[C:4]([N:8]2[CH2:13][CH2:12][CH2:11][CH2:10][CH2:9]2)[CH:3]=1)[C:16]([O:18][CH2:19][CH3:20])=[O:17]. (3) Given the reactants [O:1]1[CH2:6][CH2:5][CH:4]([OH:7])[CH2:3][CH2:2]1.[H-].[Na+].[Cl:10][C:11]1[N:16]=[C:15](Cl)[C:14]([Cl:18])=[CH:13][N:12]=1, predict the reaction product. The product is: [Cl:10][C:11]1[N:16]=[C:15]([O:7][CH:4]2[CH2:5][CH2:6][O:1][CH2:2][CH2:3]2)[C:14]([Cl:18])=[CH:13][N:12]=1. (4) Given the reactants [OH:1][CH2:2][CH2:3][CH2:4][CH2:5][O:6][C:7](=[O:10])[CH:8]=[CH2:9].[CH3:11][O:12][C:13](=[O:17])[C:14]([CH3:16])=[CH2:15].CC(N=NC(C#N)(C)C)(C#N)C, predict the reaction product. The product is: [OH:1][CH2:2][CH2:3][CH2:4][CH2:5][O:6][C:7](=[O:10])[CH:8]=[CH2:9].[CH3:11][O:12][C:13](=[O:17])[C:14]([CH3:16])=[CH2:15]. (5) Given the reactants [CH:1]1([C:7]2[CH:32]=[CH:31][C:10]([CH2:11][O:12][C:13]3[CH:18]=[CH:17][CH:16]=[CH:15][C:14]=3/[CH:19]=[CH:20]/[C:21](=[O:30])[CH2:22][CH2:23][CH2:24][CH2:25][C:26]([O:28][CH3:29])=[O:27])=[CH:9][CH:8]=2)[CH2:6][CH2:5][CH2:4][CH2:3][CH2:2]1, predict the reaction product. The product is: [CH:1]1([C:7]2[CH:32]=[CH:31][C:10]([CH2:11][O:12][C:13]3[CH:18]=[CH:17][CH:16]=[CH:15][C:14]=3[CH2:19][CH2:20][C:21](=[O:30])[CH2:22][CH2:23][CH2:24][CH2:25][C:26]([O:28][CH3:29])=[O:27])=[CH:9][CH:8]=2)[CH2:2][CH2:3][CH2:4][CH2:5][CH2:6]1. (6) Given the reactants [F:1][C:2]1[CH:10]=[CH:9][CH:8]=[CH:7][C:3]=1[C:4](Cl)=[O:5].[CH2:11]([NH2:13])[CH3:12], predict the reaction product. The product is: [CH2:11]([NH:13][C:4](=[O:5])[C:3]1[CH:7]=[CH:8][CH:9]=[CH:10][C:2]=1[F:1])[CH3:12]. (7) The product is: [CH3:30][NH:31][C:5]1[O:6][C:7]([C:10]2[CH:11]=[CH:12][C:13]3[O:17][CH:16]=[C:15]([C:18]4[CH:23]=[CH:22][C:21]([O:24][C:25]([F:28])([F:27])[F:26])=[CH:20][CH:19]=4)[C:14]=3[CH:29]=2)=[N:8][N:9]=1. Given the reactants CS([C:5]1[O:6][C:7]([C:10]2[CH:11]=[CH:12][C:13]3[O:17][CH:16]=[C:15]([C:18]4[CH:23]=[CH:22][C:21]([O:24][C:25]([F:28])([F:27])[F:26])=[CH:20][CH:19]=4)[C:14]=3[CH:29]=2)=[N:8][N:9]=1)(=O)=O.[CH3:30][NH2:31].O1CCCC1, predict the reaction product. (8) Given the reactants C([O-])(=O)C.[K+].[C:6]([O:10][C:11](=[O:23])[NH:12][C@@H:13]([C:15]1[C:20]([F:21])=[CH:19][C:18](Br)=[CH:17][N:16]=1)[CH3:14])([CH3:9])([CH3:8])[CH3:7].CC1(C)C(C)(C)OB(B2OC(C)(C)C(C)(C)O2)O1.C(Cl)Cl.C(=O)([O-])[O-].[K+].[K+].Br[C:52]1[CH:57]=[C:56]([Cl:58])[CH:55]=[C:54]([F:59])[C:53]=1[C:60]1[N:61]=[N:62][N:63]([CH3:65])[N:64]=1, predict the reaction product. The product is: [C:6]([O:10][C:11](=[O:23])[NH:12][C@@H:13]([C:15]1[C:20]([F:21])=[CH:19][C:18]([C:52]2[CH:57]=[C:56]([Cl:58])[CH:55]=[C:54]([F:59])[C:53]=2[C:60]2[N:61]=[N:62][N:63]([CH3:65])[N:64]=2)=[CH:17][N:16]=1)[CH3:14])([CH3:9])([CH3:8])[CH3:7]. (9) Given the reactants FC(F)(F)C(O)=O.[C:8]1([C:14]2[CH:26]=[CH:25][C:17]([C:18]([O:20]C(C)(C)C)=[O:19])=[C:16]([NH:27][C:28]([C:30]3[CH:31]=[N:32][CH:33]=[C:34]([C:36]4[CH:41]=[CH:40][CH:39]=[CH:38][CH:37]=4)[CH:35]=3)=[O:29])[CH:15]=2)[CH:13]=[CH:12][CH:11]=[CH:10][CH:9]=1, predict the reaction product. The product is: [C:8]1([C:14]2[CH:26]=[CH:25][C:17]([C:18]([OH:20])=[O:19])=[C:16]([NH:27][C:28]([C:30]3[CH:31]=[N:32][CH:33]=[C:34]([C:36]4[CH:37]=[CH:38][CH:39]=[CH:40][CH:41]=4)[CH:35]=3)=[O:29])[CH:15]=2)[CH:13]=[CH:12][CH:11]=[CH:10][CH:9]=1. (10) Given the reactants [Br:1][C:2]1[CH:9]=[CH:8][C:5]([C:6]#[N:7])=[CH:4][C:3]=1[CH2:10]Br.[CH3:12][C:13]([O-:15])=[O:14].[K+].O, predict the reaction product. The product is: [C:13]([O:15][CH2:10][C:3]1[CH:4]=[C:5]([C:6]#[N:7])[CH:8]=[CH:9][C:2]=1[Br:1])(=[O:14])[CH3:12].